This data is from Full USPTO retrosynthesis dataset with 1.9M reactions from patents (1976-2016). The task is: Predict the reactants needed to synthesize the given product. (1) Given the product [CH3:1][C:2]1([CH3:37])[O:6][C@@H:5]2[O:7][C@H:8]([CH2:23][CH2:24][C:25]3[CH:26]=[CH:27][C:28]([C:31]4[CH:32]=[N:33][CH:34]=[N:35][CH:36]=4)=[CH:29][CH:30]=3)[C@H:9]([CH2:10][CH2:11][N:12]3[C:17](=[O:18])[C:16]4[CH:19]=[CH:20][CH:21]=[CH:22][C:15]=4[N:14]=[N:13]3)[C@@H:4]2[O:3]1, predict the reactants needed to synthesize it. The reactants are: [CH3:1][C:2]1([CH3:37])[O:6][C@@H:5]2[O:7][C@H:8](/[CH:23]=[CH:24]/[C:25]3[CH:30]=[CH:29][C:28]([C:31]4[CH:32]=[N:33][CH:34]=[N:35][CH:36]=4)=[CH:27][CH:26]=3)[C@H:9]([CH2:10][CH2:11][N:12]3[C:17](=[O:18])[C:16]4[CH:19]=[CH:20][CH:21]=[CH:22][C:15]=4[N:14]=[N:13]3)[C@@H:4]2[O:3]1.O1CCCC1.[H][H]. (2) Given the product [ClH:51].[ClH:51].[F:1][C:2]1[CH:3]=[CH:4][C:5]2[N:9]=[C:8]([C:10]([N:12]([CH2:34][CH:35]([CH3:37])[CH3:36])[C@H:13]3[CH2:18][C@@H:17]([C:19]([N:21]4[CH2:22][CH2:23][O:24][CH2:25][CH2:26]4)=[O:20])[CH2:16][NH:15][CH2:14]3)=[O:11])[N:7]([CH2:38][CH2:39][CH2:40][CH2:41][O:42][CH3:43])[C:6]=2[CH:44]=1, predict the reactants needed to synthesize it. The reactants are: [F:1][C:2]1[CH:3]=[CH:4][C:5]2[N:9]=[C:8]([C:10]([N:12]([CH2:34][CH:35]([CH3:37])[CH3:36])[C@H:13]3[CH2:18][C@@H:17]([C:19]([N:21]4[CH2:26][CH2:25][O:24][CH2:23][CH2:22]4)=[O:20])[CH2:16][N:15](C(OC(C)(C)C)=O)[CH2:14]3)=[O:11])[N:7]([CH2:38][CH2:39][CH2:40][CH2:41][O:42][CH3:43])[C:6]=2[CH:44]=1.C(OCC)(=O)C.[ClH:51]. (3) Given the product [CH3:12][N:13]([CH3:19])[CH:14]1[CH2:18][CH2:17][N:16]([C:2]2[CH:7]=[CH:6][C:5]([N+:8]([O-:10])=[O:9])=[C:4]([CH3:11])[CH:3]=2)[CH2:15]1, predict the reactants needed to synthesize it. The reactants are: F[C:2]1[CH:7]=[CH:6][C:5]([N+:8]([O-:10])=[O:9])=[C:4]([CH3:11])[CH:3]=1.[CH3:12][N:13]([CH3:19])[CH:14]1[CH2:18][CH2:17][NH:16][CH2:15]1.C(=O)([O-])[O-].[K+].[K+]. (4) Given the product [C:8]([C:7]1[CH:6]=[CH:5][C:4]([NH:10][C@H:11]([CH3:15])[C:12]([NH2:14])=[O:13])=[CH:3][C:2]=1[NH:17][C:18]1[S:22][N:21]=[C:20]([CH3:23])[CH:19]=1)#[N:9], predict the reactants needed to synthesize it. The reactants are: Br[C:2]1[CH:3]=[C:4]([NH:10][C@H:11]([CH3:15])[C:12]([NH2:14])=[O:13])[CH:5]=[CH:6][C:7]=1[C:8]#[N:9].Cl.[NH2:17][C:18]1[S:22][N:21]=[C:20]([CH3:23])[CH:19]=1.C1C=CC(P(C2C(C3C(P(C4C=CC=CC=4)C4C=CC=CC=4)=CC=C4C=3C=CC=C4)=C3C(C=CC=C3)=CC=2)C2C=CC=CC=2)=CC=1.C([O-])([O-])=O.[K+].[K+]. (5) Given the product [CH:27]1([NH:29][C:7](=[O:9])[C:6]2[CH:5]=[CH:4][C:3]([CH2:2][OH:1])=[CH:11][CH:10]=2)[CH2:28][CH2:23][CH2:24][CH2:25][CH2:26]1, predict the reactants needed to synthesize it. The reactants are: [OH:1][CH2:2][C:3]1[CH:11]=[CH:10][C:6]([C:7]([OH:9])=O)=[CH:5][CH:4]=1.C(Cl)CCl.CCN(CC)CC.[CH:23]1[CH:24]=[CH:25][C:26]2N(O)N=[N:29][C:27]=2[CH:28]=1.C1(N)CCCCC1. (6) Given the product [CH3:28][O:29][C:30](=[O:31])[C:32]1[CH:37]=[CH:36][C:35]([O:8][C:6]2[CH:5]=[CH:4][C:3]([CH:9]([CH3:27])[C:10]([OH:15])([C:16]3[CH:17]=[CH:18][C:19]4[O:23][C:22](=[O:24])[N:21]([CH3:25])[C:20]=4[CH:26]=3)[C:11]([F:12])([F:13])[F:14])=[C:2]([Cl:1])[CH:7]=2)=[N:34][C:33]=1[Cl:39], predict the reactants needed to synthesize it. The reactants are: [Cl:1][C:2]1[CH:7]=[C:6]([OH:8])[CH:5]=[CH:4][C:3]=1[CH:9]([CH3:27])[C:10]([C:16]1[CH:17]=[CH:18][C:19]2[O:23][C:22](=[O:24])[N:21]([CH3:25])[C:20]=2[CH:26]=1)([OH:15])[C:11]([F:14])([F:13])[F:12].[CH3:28][O:29][C:30]([C:32]1[C:33]([Cl:39])=[N:34][C:35](Cl)=[CH:36][CH:37]=1)=[O:31].C(N(CC)CC)C.N12CCN(CC1)CC2.